This data is from Full USPTO retrosynthesis dataset with 1.9M reactions from patents (1976-2016). The task is: Predict the reactants needed to synthesize the given product. (1) The reactants are: Cl[C:2]1[C:3]2[CH:13]=[CH:12][C:11](=[O:14])[N:10]([C:15]3[C:20]([F:21])=[CH:19][CH:18]=[CH:17][C:16]=3[F:22])[C:4]=2[N:5]=[C:6]([S:8][CH3:9])[N:7]=1.[CH3:23][C:24]1[CH:32]=[CH:31][C:27]([C:28]([OH:30])=[O:29])=[CH:26][C:25]=1B1OC(C)(C)C(C)(C)O1. Given the product [F:22][C:16]1[CH:17]=[CH:18][CH:19]=[C:20]([F:21])[C:15]=1[N:10]1[C:4]2[N:5]=[C:6]([S:8][CH3:9])[N:7]=[C:2]([C:25]3[CH:26]=[C:27]([CH:31]=[CH:32][C:24]=3[CH3:23])[C:28]([OH:30])=[O:29])[C:3]=2[CH:13]=[CH:12][C:11]1=[O:14], predict the reactants needed to synthesize it. (2) Given the product [CH2:14]([N:1]1[CH2:6][CH2:5][CH:4]([N:7]2[CH2:12][CH2:11][O:10][CH2:9][C:8]2=[O:13])[CH2:3][CH2:2]1)[C:15]1[CH:20]=[CH:19][CH:18]=[CH:17][CH:16]=1, predict the reactants needed to synthesize it. The reactants are: [NH:1]1[CH2:6][CH2:5][CH:4]([N:7]2[CH2:12][CH2:11][O:10][CH2:9][C:8]2=[O:13])[CH2:3][CH2:2]1.[CH2:14](N1CCC(=O)CC1)[C:15]1[CH:20]=[CH:19][CH:18]=[CH:17][CH:16]=1.C(CN)O.C([BH3-])#N.[Na+].FC(F)(F)S(O)(=O)=O.Cl.C(N1CCC(NCCO)CC1)C1C=CC=CC=1.ClCC(Cl)=O.[OH-].[Na+]. (3) Given the product [CH:27]1([C:25]([N:22]([CH2:21][C:15]2[CH:16]=[C:17]([S:32][CH3:31])[CH:18]=[CH:19][C:14]=2[C:8]2[C:9]([O:12][CH3:13])=[CH:10][CH:11]=[C:6]([CH2:5][C:4]([OH:3])=[O:30])[CH:7]=2)[CH2:23][CH3:24])=[O:26])[CH2:29][CH2:28]1, predict the reactants needed to synthesize it. The reactants are: C([O:3][C:4](=[O:30])[CH2:5][C:6]1[CH:7]=[C:8]([C:14]2[CH:19]=[CH:18][C:17](F)=[CH:16][C:15]=2[CH2:21][N:22]([C:25]([CH:27]2[CH2:29][CH2:28]2)=[O:26])[CH2:23][CH3:24])[C:9]([O:12][CH3:13])=[CH:10][CH:11]=1)C.[CH3:31][S-:32].[Na+]. (4) Given the product [Cl:23][C:24]1[CH:25]=[C:26]([C:27]2[O:29][N:40]=[C:39]([C:41]3[CH:50]=[CH:49][CH:48]=[C:47]4[C:42]=3[CH:43]=[CH:44][NH:45][C:46]4=[O:51])[N:38]=2)[CH:30]=[CH:31][C:32]=1[O:33][CH:34]([CH3:36])[CH3:35], predict the reactants needed to synthesize it. The reactants are: Cl.C(N=C=NCCCN(C)C)C.OC1C2N=NNC=2C=CC=1.[Cl:23][C:24]1[CH:25]=[C:26]([CH:30]=[CH:31][C:32]=1[O:33][CH:34]([CH3:36])[CH3:35])[C:27]([OH:29])=O.O[NH:38][C:39]([C:41]1[C:42]2[CH:43]=[CH:44][NH:45][C:46](=[O:51])[C:47]=2[CH:48]=[CH:49][CH:50]=1)=[NH:40]. (5) Given the product [Cl:12][C@H:13]([CH3:17])[C:14]([O:16][C:18]([CH3:21])([CH3:20])[CH3:19])=[O:15], predict the reactants needed to synthesize it. The reactants are: S([O-])([O-])(=O)=O.[Mg+2].S(=O)(=O)(O)O.[Cl:12][C@H:13]([CH3:17])[C:14]([OH:16])=[O:15].[C:18](O)([CH3:21])([CH3:20])[CH3:19].C(=O)(O)[O-].[Na+]. (6) The reactants are: [CH3:1][C:2]1[N:7]=[CH:6][N:5]=[C:4]([N:8]2[CH2:13][CH2:12][C:11](=O)[CH2:10][CH2:9]2)[CH:3]=1.[F:15][C:16]1[CH:21]=[C:20]([C:22]([F:25])([F:24])[F:23])[CH:19]=[CH:18][C:17]=1[CH:26]1[CH2:31][CH2:30][CH2:29][N:28]2[N:32]=[C:33]([NH2:35])[N:34]=[C:27]12. Given the product [F:15][C:16]1[CH:21]=[C:20]([C:22]([F:23])([F:24])[F:25])[CH:19]=[CH:18][C:17]=1[CH:26]1[CH2:31][CH2:30][CH2:29][N:28]2[N:32]=[C:33]([NH:35][CH:11]3[CH2:12][CH2:13][N:8]([C:4]4[CH:3]=[C:2]([CH3:1])[N:7]=[CH:6][N:5]=4)[CH2:9][CH2:10]3)[N:34]=[C:27]12, predict the reactants needed to synthesize it. (7) Given the product [Br:24][C:7]1[CH:8]=[C:9]([F:23])[C:10]([O:12][CH2:13][CH2:14][O:15][Si:16]([C:19]([CH3:20])([CH3:22])[CH3:21])([CH3:17])[CH3:18])=[CH:11][C:6]=1[CH2:5][C:4]([OH:25])=[O:3], predict the reactants needed to synthesize it. The reactants are: C([O:3][C:4](=[O:25])[CH2:5][C:6]1[CH:11]=[C:10]([O:12][CH2:13][CH2:14][O:15][Si:16]([C:19]([CH3:22])([CH3:21])[CH3:20])([CH3:18])[CH3:17])[C:9]([F:23])=[CH:8][C:7]=1[Br:24])C.O[Li].O. (8) Given the product [NH2:1][C:2]1[C:19]([F:20])=[CH:18][C:5]([O:6][C:7]2[CH:12]=[CH:11][N:10]=[C:9]([NH:14][C:15](=[O:17])[CH3:16])[N:8]=2)=[C:4]([F:21])[CH:3]=1, predict the reactants needed to synthesize it. The reactants are: [NH2:1][C:2]1[C:19]([F:20])=[CH:18][C:5]([O:6][C:7]2[CH:12]=[C:11](Cl)[N:10]=[C:9]([NH:14][C:15](=[O:17])[CH3:16])[N:8]=2)=[C:4]([F:21])[CH:3]=1.